This data is from Reaction yield outcomes from USPTO patents with 853,638 reactions. The task is: Predict the reaction yield, written as a fraction of the theoretical maximum amount of product (1.0 means a 100% yield; for example, 0.34 means a 34% yield). (1) The reactants are [F:1][C:2]1[CH:7]=[CH:6][C:5]([C:8]2[S:9][C:10]([C:13]([C:16]3[CH:21]=[CH:20][N:19]=[CH:18][CH:17]=3)([OH:15])[CH3:14])=[CH:11][N:12]=2)=[CH:4][CH:3]=1.[C:22]1([S:28]([OH:31])(=[O:30])=[O:29])[CH:27]=[CH:26][CH:25]=[CH:24][CH:23]=1. The catalyst is C(O)C. The product is [C:22]1([S:28]([OH:31])(=[O:30])=[O:29])[CH:27]=[CH:26][CH:25]=[CH:24][CH:23]=1.[F:1][C:2]1[CH:7]=[CH:6][C:5]([C:8]2[S:9][C:10]([C:13]([C:16]3[CH:17]=[CH:18][N:19]=[CH:20][CH:21]=3)([OH:15])[CH3:14])=[CH:11][N:12]=2)=[CH:4][CH:3]=1. The yield is 0.430. (2) The reactants are [CH3:1][C:2]1[N:3]([S:18]([C:21]2[CH:26]=[CH:25][CH:24]=[C:23]([CH3:27])[CH:22]=2)(=[O:20])=[O:19])[C:4]([C:12]2[CH:17]=[CH:16][CH:15]=[CH:14][CH:13]=2)=[CH:5][C:6]=1[C:7](OCC)=[O:8].C1(C)C=CC=CC=1.[H-].C([Al+]CC(C)C)C(C)C.Cl. The catalyst is O1CCCC1. The product is [CH3:1][C:2]1[N:3]([S:18]([C:21]2[CH:26]=[CH:25][CH:24]=[C:23]([CH3:27])[CH:22]=2)(=[O:19])=[O:20])[C:4]([C:12]2[CH:13]=[CH:14][CH:15]=[CH:16][CH:17]=2)=[CH:5][C:6]=1[CH:7]=[O:8]. The yield is 0.480. (3) The reactants are [CH3:1][C:2]1[CH:11]=[CH:10][C:5]([C:6]([O:8]C)=[O:7])=[CH:4][C:3]=1[C:12]1[CH:17]=[C:16]([N:18]2[CH2:23][CH2:22][O:21][CH2:20][CH2:19]2)[N:15]([CH3:24])[C:14](=[O:25])[CH:13]=1.C1COCC1.[OH-].[Li+].Cl. The catalyst is O. The product is [CH3:1][C:2]1[CH:11]=[CH:10][C:5]([C:6]([OH:8])=[O:7])=[CH:4][C:3]=1[C:12]1[CH:17]=[C:16]([N:18]2[CH2:19][CH2:20][O:21][CH2:22][CH2:23]2)[N:15]([CH3:24])[C:14](=[O:25])[CH:13]=1. The yield is 0.630. (4) The reactants are [NH:1]1[C:9]2[C:4](=[CH:5][CH:6]=[CH:7][CH:8]=2)[C:3]([CH2:10][C@H:11]([NH:15][C:16](=[O:26])[CH2:17][CH2:18][CH2:19][C:20]2[CH:25]=[CH:24][CH:23]=[CH:22][CH:21]=2)[C:12]([OH:14])=O)=[CH:2]1.[OH:27][N:28]1[C:32](=[O:33])[CH2:31][CH2:30][C:29]1=[O:34].C1(N=C=NC2CCCCC2)CCCCC1.[NH2:50][CH2:51][CH2:52][CH2:53][CH2:54][CH2:55][C:56](O)=[O:57].C([O-])(O)=O.[Na+]. The catalyst is C(#N)C.O. The product is [O:34]=[C:29]1[CH2:30][CH2:31][C:32](=[O:33])[N:28]1[O:27][C:56](=[O:57])[CH2:55][CH2:54][CH2:53][CH2:52][CH2:51][NH:50][C:12](=[O:14])[C@@H:11]([NH:15][C:16](=[O:26])[CH2:17][CH2:18][CH2:19][C:20]1[CH:25]=[CH:24][CH:23]=[CH:22][CH:21]=1)[CH2:10][C:3]1[C:4]2[C:9](=[CH:8][CH:7]=[CH:6][CH:5]=2)[NH:1][CH:2]=1. The yield is 0.560. (5) The reactants are Cl.[CH2:2]1[C:4]2([CH2:9][N:8]([C:10]([O:12][C:13]([CH3:16])([CH3:15])[CH3:14])=[O:11])[CH2:7][CH2:6][NH:5]2)[CH2:3]1.[F:17][C:18]1[CH:23]=[CH:22][C:21](I)=[CH:20][CH:19]=1.CC(C)([O-])C.[Na+]. The catalyst is [Pd].C(P(C(C)(C)C)C(C)(C)C)(C)(C)C.C(P(C(C)(C)C)C(C)(C)C)(C)(C)C.C1(C)C=CC=CC=1. The product is [F:17][C:18]1[CH:23]=[CH:22][C:21]([N:5]2[CH2:6][CH2:7][N:8]([C:10]([O:12][C:13]([CH3:16])([CH3:15])[CH3:14])=[O:11])[CH2:9][C:4]32[CH2:3][CH2:2]3)=[CH:20][CH:19]=1. The yield is 0.940. (6) The reactants are [S:1]1[C:5]2[CH:6]=[CH:7][CH:8]=[CH:9][C:4]=2[N:3]=[C:2]1[NH:10][C:11](=[O:19])[C:12]1[CH:17]=[CH:16][C:15]([CH3:18])=[CH:14][CH:13]=1.C(=O)([O-])[O-].[K+].[K+].Br[CH:27]([CH2:32][OH:33])[C:28]([O:30][CH3:31])=[O:29]. The catalyst is CN(C)C=O. The product is [OH:33][CH2:32][CH:27]([N:3]1[C:4]2[CH:9]=[CH:8][CH:7]=[CH:6][C:5]=2[S:1][C:2]1=[N:10][C:11](=[O:19])[C:12]1[CH:17]=[CH:16][C:15]([CH3:18])=[CH:14][CH:13]=1)[C:28]([O:30][CH3:31])=[O:29]. The yield is 0.480. (7) The catalyst is [Cl-].[Na+].O.[Cu]I. The product is [C:13]1([NH:4][C@@H:5]2[CH2:10][CH2:9][CH2:8][CH2:7][C@H:6]2[OH:11])[CH:18]=[CH:17][CH:16]=[CH:15][CH:14]=1. The reactants are [OH-].[Na+].Cl.[NH2:4][CH:5]1[CH2:10][CH2:9][CH2:8][CH2:7][CH:6]1[OH:11].I[C:13]1[CH:18]=[CH:17][CH:16]=[CH:15][CH:14]=1.CS(C)=O. The yield is 0.920.